The task is: Predict the product of the given reaction.. This data is from Forward reaction prediction with 1.9M reactions from USPTO patents (1976-2016). (1) The product is: [CH2:12]([O:11][C:10]1[C:9]2[O:18][CH2:16][O:19][CH2:20][C:1]=2[CH:2]=[C:3]([CH:24]=[O:25])[CH:4]=1)[CH3:13]. Given the reactants [CH2:1]([Li])[CH2:2][CH2:3][CH3:4].C(N1[CH2:13][CH2:12][O:11][CH2:10][CH2:9]1)=O.[Cl-].[NH4+].[C:16]([O:19][CH2:20]C)(=[O:18])C.C1C[O:25][CH2:24]C1, predict the reaction product. (2) Given the reactants [I:1][C:2]1[CH:3]=[CH:4][C:5]([O:9][C@@H:10]2[CH2:14][CH2:13][O:12][CH2:11]2)=[C:6]([NH2:8])[CH:7]=1.Cl[C:16]1[C:21]([Cl:22])=[CH:20][N:19]=[C:18]([NH2:23])[N:17]=1.Cl.[OH-].[Na+], predict the reaction product. The product is: [Cl:22][C:21]1[C:16]([NH:8][C:6]2[CH:7]=[C:2]([I:1])[CH:3]=[CH:4][C:5]=2[O:9][C@@H:10]2[CH2:14][CH2:13][O:12][CH2:11]2)=[N:17][C:18]([NH2:23])=[N:19][CH:20]=1. (3) Given the reactants [NH:1]([C:23]([O:25][CH2:26][CH:27]1[C:39]2[C:34](=[CH:35][CH:36]=[CH:37][CH:38]=2)[C:33]2[C:28]1=[CH:29][CH:30]=[CH:31][CH:32]=2)=[O:24])[C@H:2]([C:20](O)=[O:21])[CH2:3][C:4]1[C:12]2[C:7](=[CH:8][CH:9]=[CH:10][CH:11]=2)[N:6]([C:13]([O:15][C:16]([CH3:19])([CH3:18])[CH3:17])=[O:14])[CH:5]=1.[CH2:40]([NH2:47])[C:41]1[CH:46]=[CH:45][CH:44]=[CH:43][CH:42]=1.CN(C(ON1N=NC2C=CC=CC1=2)=[N+](C)C)C.[B-](F)(F)(F)F.C(N(CC)C(C)C)(C)C, predict the reaction product. The product is: [NH:1]([C:23]([O:25][CH2:26][CH:27]1[C:28]2[C:33](=[CH:32][CH:31]=[CH:30][CH:29]=2)[C:34]2[C:39]1=[CH:38][CH:37]=[CH:36][CH:35]=2)=[O:24])[C@H:2]([C:20]([NH:47][CH2:40][C:41]1[CH:46]=[CH:45][CH:44]=[CH:43][CH:42]=1)=[O:21])[CH2:3][C:4]1[C:12]2[C:7](=[CH:8][CH:9]=[CH:10][CH:11]=2)[N:6]([C:13]([O:15][C:16]([CH3:19])([CH3:17])[CH3:18])=[O:14])[CH:5]=1. (4) Given the reactants [Cl:1][C:2]1[S:6][C:5]([S:7]([NH:10][C:11]2[CH:20]=[CH:19][C:14]([C:15]([O:17]C)=[O:16])=[C:13]([OH:21])[CH:12]=2)(=[O:9])=[O:8])=[CH:4][C:3]=1[C:22]1[CH:27]=[C:26]([F:28])[CH:25]=[CH:24][C:23]=1[OH:29].OP(O)(O)=O.CCOC(C)=O, predict the reaction product. The product is: [Cl:1][C:2]1[S:6][C:5]([S:7]([NH:10][C:11]2[CH:20]=[CH:19][C:14]([C:15]([OH:17])=[O:16])=[C:13]([OH:21])[CH:12]=2)(=[O:9])=[O:8])=[CH:4][C:3]=1[C:22]1[CH:27]=[C:26]([F:28])[CH:25]=[CH:24][C:23]=1[OH:29].